The task is: Predict which catalyst facilitates the given reaction.. This data is from Catalyst prediction with 721,799 reactions and 888 catalyst types from USPTO. (1) Reactant: [Cl:1][C:2]1[CH:3]=[C:4]([C:10](=[O:16])[C:11]([O:13]CC)=[O:12])[CH:5]=[CH:6][C:7]=1[S:8][CH3:9].[OH-].[Na+].C(OCC)(=O)C.CCCCCC.Cl. Product: [Cl:1][C:2]1[CH:3]=[C:4]([C:10](=[O:16])[C:11]([OH:13])=[O:12])[CH:5]=[CH:6][C:7]=1[S:8][CH3:9]. The catalyst class is: 11. (2) Reactant: [Br-].Cl[C:3]1[C:8]2=[C:9]([CH2:12][N+:13]([CH2:18][CH3:19])([CH2:16][CH3:17])CC)[CH:10]=[CH:11][N:7]2[N:6]=[CH:5][N:4]=1.[NH2:20][C:21]1[CH:26]=[CH:25][C:24]([OH:27])=[C:23]([Cl:28])[CH:22]=1.[C:29]([O:33][C:34](=[O:42])[NH:35][CH:36]1CCNCC1)([CH3:32])([CH3:31])[CH3:30].FC(F)(F)C(O)=O. Product: [Cl:28][C:23]1[CH:22]=[C:21]([NH:20][C:3]2[C:8]3=[C:9]([CH2:12][N:13]4[CH2:16][CH2:17][CH:36]([NH:35][C:34](=[O:42])[O:33][C:29]([CH3:32])([CH3:31])[CH3:30])[CH2:19][CH2:18]4)[CH:10]=[CH:11][N:7]3[N:6]=[CH:5][N:4]=2)[CH:26]=[CH:25][C:24]=1[OH:27]. The catalyst class is: 382. (3) Reactant: [Br:1][C:2]1[CH:3]=[CH:4][C:5]2[C:13](=[O:14])[C:12](=[O:15])[C:11]3[NH:10][C:9]([CH3:16])=[C:8]([C:17]([O:19][CH2:20][CH3:21])=[O:18])[C:7]=3[C:6]=2[CH:22]=1.Br[CH2:24][C:25]([NH2:27])=[O:26].C([O-])([O-])=O.[K+].[K+]. Product: [Br:1][C:2]1[CH:3]=[CH:4][C:5]2[C:13](=[O:14])[C:12](=[O:15])[C:11]3[N:10]([CH2:24][C:25](=[O:26])[NH2:27])[C:9]([CH3:16])=[C:8]([C:17]([O:19][CH2:20][CH3:21])=[O:18])[C:7]=3[C:6]=2[CH:22]=1. The catalyst class is: 18.